This data is from Full USPTO retrosynthesis dataset with 1.9M reactions from patents (1976-2016). The task is: Predict the reactants needed to synthesize the given product. (1) Given the product [O:30]1[C:27]2[CH:28]=[CH:29][C:24]([NH:1][C:2]3[CH:14]=[C:13]([CH2:15][CH2:16][C:17]4[CH:18]=[CH:19][CH:20]=[CH:21][CH:22]=4)[CH:12]=[CH:11][C:3]=3[C:4]([O:6][C:7]([CH3:10])([CH3:9])[CH3:8])=[O:5])=[CH:25][C:26]=2[O:32][CH2:31]1, predict the reactants needed to synthesize it. The reactants are: [NH2:1][C:2]1[CH:14]=[C:13]([CH2:15][CH2:16][C:17]2[CH:22]=[CH:21][CH:20]=[CH:19][CH:18]=2)[CH:12]=[CH:11][C:3]=1[C:4]([O:6][C:7]([CH3:10])([CH3:9])[CH3:8])=[O:5].I[C:24]1[CH:29]=[CH:28][C:27]2[O:30][CH2:31][O:32][C:26]=2[CH:25]=1.C(=O)([O-])[O-].[Cs+].[Cs+].C1(P(C2CCCCC2)C2C=CC=CC=2C2C(C(C)C)=CC(C(C)C)=CC=2C(C)C)CCCCC1.C(O)(=O)CC(CC(O)=O)(C(O)=O)O. (2) The reactants are: [CH2:1]([N:8]1[CH2:15][CH2:14][C:13]2([C:17]3[CH:18]=[C:19]([OH:23])[CH:20]=[CH:21][CH:22]=3)[CH2:16][CH:9]1[CH2:10][CH2:11][CH2:12]2)[C:2]1[CH:7]=[CH:6][CH:5]=[CH:4][CH:3]=1.C(N(CC)CC)C.C1C=CC(N([S:38]([C:41]([F:44])([F:43])[F:42])(=[O:40])=[O:39])[S:38]([C:41]([F:44])([F:43])[F:42])(=[O:40])=[O:39])=CC=1. Given the product [CH2:1]([N:8]1[CH2:15][CH2:14][C:13]2([C:17]3[CH:18]=[C:19]([O:23][S:38]([C:41]([F:44])([F:43])[F:42])(=[O:40])=[O:39])[CH:20]=[CH:21][CH:22]=3)[CH2:16][CH:9]1[CH2:10][CH2:11][CH2:12]2)[C:2]1[CH:3]=[CH:4][CH:5]=[CH:6][CH:7]=1, predict the reactants needed to synthesize it. (3) Given the product [C:9]([NH:8][CH2:7][CH2:6][CH2:5][S:2]([O:15][CH2:14][C:13]([CH3:26])([CH3:12])[CH2:16][CH2:17][O:18][CH2:19][C:20]1[CH:25]=[CH:24][CH:23]=[CH:22][CH:21]=1)(=[O:4])=[O:3])(=[O:11])[CH3:10], predict the reactants needed to synthesize it. The reactants are: Cl[S:2]([CH2:5][CH2:6][CH2:7][NH:8][C:9](=[O:11])[CH3:10])(=[O:4])=[O:3].[CH3:12][C:13]([CH3:26])([CH2:16][CH2:17][O:18][CH2:19][C:20]1[CH:25]=[CH:24][CH:23]=[CH:22][CH:21]=1)[CH2:14][OH:15].C(N(CC)CC)C. (4) Given the product [NH2:37][C:35]1[N:36]=[C:32]([NH:31][C:28]2[CH:29]=[CH:30][C:25]([S:22]([NH2:21])(=[O:24])=[O:23])=[CH:26][CH:27]=2)[S:33][C:34]=1[C:38]1[S:40][CH:42]=[C:43]([C:45]2[CH:50]=[CH:49][CH:48]=[CH:47][CH:46]=2)[N:39]=1, predict the reactants needed to synthesize it. The reactants are: NS(C1C=CC(NC2SC(C#N)=C(N)N=2)=CC=1)(=O)=O.S.[NH2:21][S:22]([C:25]1[CH:30]=[CH:29][C:28]([NH:31][C:32]2[S:33][C:34]([C:38](=[S:40])[NH2:39])=[C:35]([NH2:37])[N:36]=2)=[CH:27][CH:26]=1)(=[O:24])=[O:23].Br[CH2:42][C:43]([C:45]1[CH:50]=[CH:49][CH:48]=[CH:47][CH:46]=1)=O.